Dataset: Forward reaction prediction with 1.9M reactions from USPTO patents (1976-2016). Task: Predict the product of the given reaction. (1) Given the reactants [CH2:1]([O:3][C:4]([C:6]12[CH2:13][CH2:12][C:9]([NH:14][CH2:15][C:16]([N:18]3[CH2:22][C@@H:21]([F:23])[CH2:20][C@H:19]3[C:24]([NH2:26])=O)=[O:17])([CH2:10][CH2:11]1)[CH2:8][CH2:7]2)=[O:5])[CH3:2].FC(F)(F)C(OC(=O)C(F)(F)F)=O.ClC(Cl)(Cl)C(O)=O, predict the reaction product. The product is: [CH2:1]([O:3][C:4]([C:6]12[CH2:13][CH2:12][C:9]([NH:14][CH2:15][C:16]([N:18]3[CH2:22][C@@H:21]([F:23])[CH2:20][C@H:19]3[C:24]#[N:26])=[O:17])([CH2:10][CH2:11]1)[CH2:8][CH2:7]2)=[O:5])[CH3:2]. (2) Given the reactants [Cl:1][C:2]1[CH:7]=[C:6]([Cl:8])[CH:5]=[C:4]([CH3:9])[C:3]=1[NH:10][C:11]1[CH:16]=[CH:15][C:14]([CH2:17][CH3:18])=[CH:13][CH:12]=1.[Cl:19][CH2:20][C:21](Cl)=[O:22], predict the reaction product. The product is: [Cl:1][C:2]1[CH:7]=[C:6]([Cl:8])[CH:5]=[C:4]([CH3:9])[C:3]=1[N:10]([C:21](=[O:22])[CH2:20][Cl:19])[C:11]1[CH:16]=[CH:15][C:14]([CH2:17][CH3:18])=[CH:13][CH:12]=1.